Dataset: Reaction yield outcomes from USPTO patents with 853,638 reactions. Task: Predict the reaction yield, written as a fraction of the theoretical maximum amount of product (1.0 means a 100% yield; for example, 0.34 means a 34% yield). (1) The reactants are Br[C:2]1[CH:7]=[CH:6][N:5]=[C:4]([NH2:8])[CH:3]=1.[B:9]1([B:9]2[O:13][C:12]([CH3:15])([CH3:14])[C:11]([CH3:17])([CH3:16])[O:10]2)[O:13][C:12]([CH3:15])([CH3:14])[C:11]([CH3:17])([CH3:16])[O:10]1.C([O-])(=O)C.[K+]. The catalyst is O1CCOCC1. The product is [CH3:16][C:11]1([CH3:17])[C:12]([CH3:15])([CH3:14])[O:13][B:9]([C:2]2[CH:7]=[CH:6][N:5]=[C:4]([NH2:8])[CH:3]=2)[O:10]1. The yield is 0.940. (2) The reactants are C(NC(C)C)(C)C.C([Li])CCC.[CH:13]1([C:23]([O:25][CH2:26][CH3:27])=[O:24])[C:22]2[C:17](=[CH:18][CH:19]=[CH:20][CH:21]=2)[CH2:16][CH2:15][CH2:14]1.[CH2:28]=[O:29]. The catalyst is C1COCC1. The product is [OH:29][CH2:28][C:13]1([C:23]([O:25][CH2:26][CH3:27])=[O:24])[C:22]2[C:17](=[CH:18][CH:19]=[CH:20][CH:21]=2)[CH2:16][CH2:15][CH2:14]1. The yield is 0.760. (3) The reactants are [CH3:1][O:2][CH2:3][N:4]1[C:12]2[C:7](=[CH:8][CH:9]=[CH:10][C:11]=2[N:13]([CH2:22][O:23][CH3:24])[S:14]([C:17]2[S:18][CH:19]=[CH:20][CH:21]=2)(=[O:16])=[O:15])[CH:6]=[C:5]1[C:25](O)=[O:26].[N:28]1(O)C2C=CC=CC=2N=N1.Cl.CN(C)CCCN=C=NCC.N.C(O)(=O)CC(CC(O)=O)(C(O)=O)O. The catalyst is O.CN(C)C=O. The yield is 0.960. The product is [CH3:1][O:2][CH2:3][N:4]1[C:12]2[C:7](=[CH:8][CH:9]=[CH:10][C:11]=2[N:13]([CH2:22][O:23][CH3:24])[S:14]([C:17]2[S:18][CH:19]=[CH:20][CH:21]=2)(=[O:16])=[O:15])[CH:6]=[C:5]1[C:25]([NH2:28])=[O:26]. (4) The reactants are [F:1][C:2]([F:26])([F:25])[C:3]([C:9]1[CH:14]=[CH:13][C:12]([CH2:15][S:16]([C:19]2[CH:24]=[CH:23][CH:22]=[CH:21][CH:20]=2)(=[O:18])=[O:17])=[CH:11][CH:10]=1)([OH:8])[C:4]([F:7])([F:6])[F:5].[C:27]([Si](C)(C)[O:8][C:3]([C:9]1[CH:10]=[CH:11][C:12]([CH2:15][S:16]([C:19]2[CH:24]=[CH:23][CH:22]=[CH:21][CH:20]=2)(=[O:17])=[O:18])=[CH:13][CH:14]=1)([C:4]([F:7])([F:6])[F:5])[C:2]([F:1])([F:25])[F:26])(C)(C)[CH3:27].C(N(CC)CC)C. The catalyst is C(Cl)Cl. The product is [F:26][C:2]([F:1])([F:25])[C:3]([C:9]1[CH:10]=[CH:11][C:12]([CH:15]([S:16]([C:19]2[CH:24]=[CH:23][CH:22]=[CH:21][CH:20]=2)(=[O:17])=[O:18])[CH3:27])=[CH:13][CH:14]=1)([OH:8])[C:4]([F:7])([F:6])[F:5]. The yield is 0.770. (5) The reactants are [Cl:1][C:2]1[C:11]2[C:6](=[CH:7][CH:8]=[CH:9][CH:10]=2)[N:5]=[C:4](I)[C:3]=1[F:13].C(O)CCC.C(=O)([O-])[O-].[Cs+].[Cs+].[O:25]1[C:29]2[CH:30]=[CH:31][C:32](B(O)O)=[CH:33][C:28]=2[O:27][CH2:26]1. The product is [O:25]1[C:29]2[CH:30]=[CH:31][C:32]([C:4]3[C:3]([F:13])=[C:2]([Cl:1])[C:11]4[C:6](=[CH:7][CH:8]=[CH:9][CH:10]=4)[N:5]=3)=[CH:33][C:28]=2[O:27][CH2:26]1. The catalyst is C1(C)C=CC=CC=1.C1C=CC([P]([Pd]([P](C2C=CC=CC=2)(C2C=CC=CC=2)C2C=CC=CC=2)([P](C2C=CC=CC=2)(C2C=CC=CC=2)C2C=CC=CC=2)[P](C2C=CC=CC=2)(C2C=CC=CC=2)C2C=CC=CC=2)(C2C=CC=CC=2)C2C=CC=CC=2)=CC=1.O. The yield is 0.570. (6) The reactants are [NH2:1][CH2:2][CH2:3][C:4]1[N:5]=[C:6]([NH:9][C:10]([NH:12][C:13]2[CH:18]=[CH:17][C:16]([CH3:19])=[CH:15][C:14]=2[C:20]([CH:22]2[CH2:26][CH2:25][CH2:24][CH2:23]2)=[O:21])=[O:11])[S:7][CH:8]=1.[CH3:27][S:28](Cl)(=[O:30])=[O:29].N1C=CC=CC=1. The catalyst is C(Cl)Cl. The product is [CH:22]1([C:20]([C:14]2[CH:15]=[C:16]([CH3:19])[CH:17]=[CH:18][C:13]=2[NH:12][C:10](=[O:11])[NH:9][C:6]2[S:7][CH:8]=[C:4]([CH2:3][CH2:2][NH:1][S:28]([CH3:27])(=[O:30])=[O:29])[N:5]=2)=[O:21])[CH2:23][CH2:24][CH2:25][CH2:26]1. The yield is 0.750. (7) The reactants are CO[CH2:3][C:4]1[N:39]=[C:7]2[N:8]([CH:35]([CH3:38])[CH2:36][CH3:37])[C:9](=[O:34])[C:10]([CH2:15][C:16]3[CH:21]=[CH:20][C:19]([C:22]4[CH:27]=[CH:26][CH:25]=[CH:24][C:23]=4[C:28]4[NH:32][C:31](=[O:33])[O:30][N:29]=4)=[CH:18][CH:17]=3)=[C:11]([CH2:12][CH2:13][CH3:14])[N:6]2[N:5]=1.B(Br)(Br)[Br:41].C(=O)([O-])O.[Na+].Cl. The catalyst is ClCCl. The product is [Br:41][CH2:3][C:4]1[N:39]=[C:7]2[N:8]([CH:35]([CH3:38])[CH2:36][CH3:37])[C:9](=[O:34])[C:10]([CH2:15][C:16]3[CH:21]=[CH:20][C:19]([C:22]4[CH:27]=[CH:26][CH:25]=[CH:24][C:23]=4[C:28]4[NH:32][C:31](=[O:33])[O:30][N:29]=4)=[CH:18][CH:17]=3)=[C:11]([CH2:12][CH2:13][CH3:14])[N:6]2[N:5]=1. The yield is 0.0200. (8) The yield is 0.920. The product is [CH2:28]([O:35][C:36]1[CH:41]=[CH:40][C:39]([CH2:42][CH2:20][Br:24])=[C:38]([N+:45]([O-:47])=[O:46])[CH:37]=1)[C:29]1[CH:30]=[CH:31][CH:32]=[CH:33][CH:34]=1. The catalyst is CCOC(C)=O.CCCCCC. The reactants are C1(P(C2C=CC=CC=2)C2C=CC=CC=2)C=CC=CC=1.[C:20]([Br:24])(Br)(Br)Br.CC#N.[CH2:28]([O:35][C:36]1[CH:41]=[CH:40][C:39]([CH2:42]CO)=[C:38]([N+:45]([O-:47])=[O:46])[CH:37]=1)[C:29]1[CH:34]=[CH:33][CH:32]=[CH:31][CH:30]=1. (9) The reactants are [OH:1][C:2]1[C:11]([CH3:12])=[C:10]([OH:13])[CH:9]=[CH:8][C:3]=1[C:4]([O:6][CH3:7])=[O:5].C(=O)([O-])[O-].[K+].[K+].[CH3:20][O:21][CH2:22]Cl. The catalyst is CC(C)=O. The product is [OH:1][C:2]1[C:11]([CH3:12])=[C:10]([O:13][CH2:20][O:21][CH3:22])[CH:9]=[CH:8][C:3]=1[C:4]([O:6][CH3:7])=[O:5]. The yield is 0.650. (10) The reactants are CO[CH:3]([O:10][CH3:11])[C:4]1[CH:9]=[CH:8][CH:7]=[CH:6][CH:5]=1.[SH:12][CH2:13]CCO. The catalyst is C1COCC1.O.[O-2].[O-2].[O-2].O=[Si]=O.O=[Si]=O.O=[Si]=O.O=[Si]=O.[Al+3].[Al+3]. The product is [C:4]1([CH:3]2[S:12][CH2:13][CH2:11][O:10]2)[CH:9]=[CH:8][CH:7]=[CH:6][CH:5]=1. The yield is 0.970.